This data is from Forward reaction prediction with 1.9M reactions from USPTO patents (1976-2016). The task is: Predict the product of the given reaction. (1) Given the reactants [Br:1][C:2]1[CH:3]=[CH:4][C:5]([NH:12][C:13](=[O:23])[CH2:14][O:15][C:16]2[CH:21]=[CH:20][C:19]([Cl:22])=[CH:18][CH:17]=2)=[C:6]([CH:11]=1)[C:7](OC)=[O:8].BrC1C=CC(NC(=O)COC2C=CC=CC=2)=C(C=1)C(OC)=O.BrC1C=C2C(=CC=1)NC(=O)C(OC1C=CC=CC=1)=C2O, predict the reaction product. The product is: [Br:1][C:2]1[CH:11]=[C:6]2[C:5](=[CH:4][CH:3]=1)[NH:12][C:13](=[O:23])[C:14]([O:15][C:16]1[CH:21]=[CH:20][C:19]([Cl:22])=[CH:18][CH:17]=1)=[C:7]2[OH:8]. (2) The product is: [F:27][C:28]1[CH:29]=[C:30]([CH:31]=[CH:23][CH:24]=1)[CH2:33][N:14]1[C:15](=[O:18])[CH:16]=[CH:17][C:12]([CH2:11][C:10]2[C:9]3[C:4](=[CH:5][CH:6]=[CH:7][CH:8]=3)[N:3]([CH2:19][C:20]([O:22][CH2:31][C:30]3[CH:33]=[CH:34][CH:35]=[C:28]([F:27])[CH:29]=3)=[O:21])[C:2]=2[CH3:1])=[N:13]1. Given the reactants [CH3:1][C:2]1[N:3]([CH2:19][C:20]([OH:22])=[O:21])[C:4]2[C:9]([C:10]=1[CH2:11][C:12]1[CH:17]=[CH:16][C:15](=[O:18])[NH:14][N:13]=1)=[CH:8][CH:7]=[CH:6][CH:5]=2.[C:23](O)(=O)[CH3:24].[F:27][C:28]1[CH:29]=[C:30]([CH:33]=[CH:34][CH:35]=1)[CH2:31]Br.C(=O)([O-])[O-].[K+].[K+], predict the reaction product. (3) Given the reactants B(Br)(Br)Br.[OH:5][C:6]1[C:13]([O:14]C)=[CH:12][C:9]([C:10]#[N:11])=[C:8]([CH2:16][C:17]2[CH:22]=[CH:21][C:20]([CH2:23][C:24]([F:27])([F:26])[F:25])=[CH:19][CH:18]=2)[C:7]=1[C:28]#[N:29], predict the reaction product. The product is: [OH:5][C:6]1[C:13]([OH:14])=[CH:12][C:9]([C:10]#[N:11])=[C:8]([CH2:16][C:17]2[CH:18]=[CH:19][C:20]([CH2:23][C:24]([F:25])([F:26])[F:27])=[CH:21][CH:22]=2)[C:7]=1[C:28]#[N:29]. (4) Given the reactants [CH3:1][NH2:2].[Cl:3][C:4]1[CH:11]=[CH:10][CH:9]=[C:8]([Cl:12])[C:5]=1[CH2:6]Br, predict the reaction product. The product is: [Cl:3][C:4]1[CH:11]=[CH:10][CH:9]=[C:8]([Cl:12])[C:5]=1[CH2:6][NH:2][CH3:1]. (5) Given the reactants [CH3:1][O:2][C:3]1[CH:9]=[C:8]([O:10]C)[CH:7]=[CH:6][C:4]=1[NH2:5].C[O:13][C:14]1[C:22]([O:23]C)=[CH:21][CH:20]=[CH:19][C:15]=1C(O)=O, predict the reaction product. The product is: [OH:10][C:8]1[CH:7]=[CH:6][C:4]2[N:5]=[C:1]([C:21]3[CH:20]=[CH:19][CH:15]=[C:14]([OH:13])[C:22]=3[OH:23])[O:2][C:3]=2[CH:9]=1. (6) Given the reactants [NH2:1][CH2:2][CH2:3][CH:4]1[CH2:9][CH2:8][N:7]([C:10]2[C:11]3[O:18][C:17]([C:19]([NH2:21])=[O:20])=[CH:16][C:12]=3[N:13]=[CH:14][N:15]=2)[CH2:6][CH2:5]1.N1C=CC=CC=1.[C:28](Cl)(=[O:33])[C:29]([CH3:32])([CH3:31])[CH3:30], predict the reaction product. The product is: [C:28]([NH:1][CH2:2][CH2:3][CH:4]1[CH2:9][CH2:8][N:7]([C:10]2[C:11]3[O:18][C:17]([C:19]([NH2:21])=[O:20])=[CH:16][C:12]=3[N:13]=[CH:14][N:15]=2)[CH2:6][CH2:5]1)(=[O:33])[C:29]([CH3:32])([CH3:31])[CH3:30]. (7) Given the reactants Cl.[CH:2]([C:5]1[N:9]=[C:8]([N:10]2[CH2:15][CH2:14][CH:13]([NH2:16])[CH2:12][CH2:11]2)[S:7][N:6]=1)([CH3:4])[CH3:3].C(N(CC)CC)C.[Br:24][CH2:25][CH2:26][CH2:27][C:28](Cl)=[O:29], predict the reaction product. The product is: [Br:24][CH2:25][CH2:26][CH2:27][C:28]([NH:16][CH:13]1[CH2:12][CH2:11][N:10]([C:8]2[S:7][N:6]=[C:5]([CH:2]([CH3:4])[CH3:3])[N:9]=2)[CH2:15][CH2:14]1)=[O:29]. (8) Given the reactants [Cl:1][C:2]1[CH:7]=[CH:6][C:5]([CH:8](O)[C:9]2[CH:10]=[C:11]3[C:16](=[CH:17][CH:18]=2)[NH:15][C:14](=[O:19])[CH:13]=[C:12]3[O:20][C:21]2[CH:26]=[CH:25][CH:24]=[CH:23][CH:22]=2)=[CH:4][CH:3]=1.C([N:30]1[CH:34]=[CH:33][N:32]=[CH:31]1)([N:30]1[CH:34]=[CH:33][N:32]=[CH:31]1)=O.O, predict the reaction product. The product is: [Cl:1][C:2]1[CH:7]=[CH:6][C:5]([CH:8]([N:30]2[CH:34]=[CH:33][N:32]=[CH:31]2)[C:9]2[CH:10]=[C:11]3[C:16](=[CH:17][CH:18]=2)[NH:15][C:14](=[O:19])[CH:13]=[C:12]3[O:20][C:21]2[CH:26]=[CH:25][CH:24]=[CH:23][CH:22]=2)=[CH:4][CH:3]=1.